From a dataset of Full USPTO retrosynthesis dataset with 1.9M reactions from patents (1976-2016). Predict the reactants needed to synthesize the given product. (1) Given the product [CH3:1][C:2]1[C:7]([O:8][C:9]2[CH:14]=[CH:13][N:12]=[C:11]([C:15]3[CH:16]=[N:17][N:18]([CH3:20])[CH:19]=3)[CH:10]=2)=[C:6]([CH3:21])[N:5]=[C:4]([NH2:22])[CH:3]=1, predict the reactants needed to synthesize it. The reactants are: [CH3:1][C:2]1[C:7]([O:8][C:9]2[CH:14]=[CH:13][N:12]=[C:11]([C:15]3[CH:16]=[N:17][N:18]([CH3:20])[CH:19]=3)[CH:10]=2)=[C:6]([CH3:21])[N:5]=[C:4]([NH:22]C(=O)C)[CH:3]=1.Cl. (2) Given the product [Cl:1][C:2]1[C:3]([CH3:53])=[C:4]([C:18]2[C:26]3[C:25]([O:27][C@H:28]([CH2:34][C:35]4[CH:40]=[CH:39][CH:38]=[CH:37][C:36]=4[O:41][CH:42]4[CH2:47][CH2:46][CH2:45][CH2:44][O:43]4)[C:29]([O:31][CH2:32][CH3:33])=[O:30])=[N:24][CH:23]=[N:22][C:21]=3[S:20][C:19]=2[CH2:48][CH2:49][CH2:50][O:51][CH3:52])[CH:5]=[CH:6][C:7]=1[O:8][CH2:9][CH2:10][N:11]1[CH2:16][CH2:15][N:14]([CH3:17])[CH2:13][CH2:12]1, predict the reactants needed to synthesize it. The reactants are: [Cl:1][C:2]1[C:3]([CH3:53])=[C:4]([C:18]2[C:26]3[C:25]([O:27][C@H:28]([CH2:34][C:35]4[CH:40]=[CH:39][CH:38]=[CH:37][C:36]=4[O:41][CH:42]4[CH2:47][CH2:46][CH2:45][CH2:44][O:43]4)[C:29]([O:31][CH2:32][CH3:33])=[O:30])=[N:24][CH:23]=[N:22][C:21]=3[S:20][C:19]=2[C:48]#[C:49][CH2:50][O:51][CH3:52])[CH:5]=[CH:6][C:7]=1[O:8][CH2:9][CH2:10][N:11]1[CH2:16][CH2:15][N:14]([CH3:17])[CH2:13][CH2:12]1.B.C(N)(C)(C)C. (3) The reactants are: Cl.Cl.[NH:3]([C:5]1[CH:6]=[CH:7][C:8]([O:11][CH3:12])=[N:9][CH:10]=1)[NH2:4].CCN(CC)CC.[CH2:20]([O:27][C:28]1[CH:33]=[CH:32][C:31]([C@@H:34]2O[C@H:35]2[C:37]([CH:39]2[CH2:41][CH2:40]2)=O)=[CH:30][CH:29]=1)[C:21]1[CH:26]=[CH:25][CH:24]=[CH:23][CH:22]=1. Given the product [CH2:20]([O:27][C:28]1[CH:29]=[CH:30][C:31]([C:34]2[N:3]([C:5]3[CH:6]=[CH:7][C:8]([O:11][CH3:12])=[N:9][CH:10]=3)[N:4]=[C:37]([CH:39]3[CH2:41][CH2:40]3)[CH:35]=2)=[CH:32][CH:33]=1)[C:21]1[CH:22]=[CH:23][CH:24]=[CH:25][CH:26]=1, predict the reactants needed to synthesize it.